From a dataset of NCI-60 drug combinations with 297,098 pairs across 59 cell lines. Regression. Given two drug SMILES strings and cell line genomic features, predict the synergy score measuring deviation from expected non-interaction effect. (1) Drug 1: C1CCN(CC1)CCOC2=CC=C(C=C2)C(=O)C3=C(SC4=C3C=CC(=C4)O)C5=CC=C(C=C5)O. Drug 2: C1=NC2=C(N=C(N=C2N1C3C(C(C(O3)CO)O)F)Cl)N. Cell line: CCRF-CEM. Synergy scores: CSS=62.3, Synergy_ZIP=1.48, Synergy_Bliss=0.729, Synergy_Loewe=-23.4, Synergy_HSA=-0.434. (2) Drug 1: COC1=NC(=NC2=C1N=CN2C3C(C(C(O3)CO)O)O)N. Drug 2: CC(C)NC(=O)C1=CC=C(C=C1)CNNC.Cl. Cell line: HCC-2998. Synergy scores: CSS=10.5, Synergy_ZIP=1.38, Synergy_Bliss=4.05, Synergy_Loewe=-9.34, Synergy_HSA=-1.31. (3) Drug 1: C1=CC=C(C(=C1)C(C2=CC=C(C=C2)Cl)C(Cl)Cl)Cl. Drug 2: CN1C2=C(C=C(C=C2)N(CCCl)CCCl)N=C1CCCC(=O)O.Cl. Cell line: SK-OV-3. Synergy scores: CSS=3.49, Synergy_ZIP=-1.66, Synergy_Bliss=-0.266, Synergy_Loewe=-2.86, Synergy_HSA=-2.02.